This data is from Reaction yield outcomes from USPTO patents with 853,638 reactions. The task is: Predict the reaction yield, written as a fraction of the theoretical maximum amount of product (1.0 means a 100% yield; for example, 0.34 means a 34% yield). (1) The reactants are [NH2:1][C@@H:2]1[CH2:6][CH2:5][N:4]([C:7]([C:9]2[CH:10]=[C:11]([CH:24]=[CH:25][C:26]=2[F:27])[CH2:12][C:13]2[C:22]3[C:17](=[CH:18][CH:19]=[CH:20][CH:21]=3)[C:16](=[O:23])[NH:15][N:14]=2)=[O:8])[CH2:3]1.[N:28]1[CH:33]=[CH:32][CH:31]=[CH:30][C:29]=1[CH:34]=O.C(O[BH-](OC(=O)C)OC(=O)C)(=O)C.[Na+]. No catalyst specified. The product is [F:27][C:26]1[CH:25]=[CH:24][C:11]([CH2:12][C:13]2[C:22]3[C:17](=[CH:18][CH:19]=[CH:20][CH:21]=3)[C:16](=[O:23])[NH:15][N:14]=2)=[CH:10][C:9]=1[C:7]([N:4]1[CH2:5][CH2:6][C@@H:2]([NH:1][CH2:34][C:29]2[CH:30]=[CH:31][CH:32]=[CH:33][N:28]=2)[CH2:3]1)=[O:8]. The yield is 0.810. (2) The reactants are [Cl:1][C:2]1[CH:7]=[CH:6][C:5]([S:8]([NH:11][C:12]2[CH:13]=[CH:14][C:15]([C:22]([F:25])([F:24])[F:23])=[C:16]3[C:21]=2[N:20]=[CH:19][CH:18]=[CH:17]3)(=[O:10])=[O:9])=[C:4]([N+:26]([O-])=O)[CH:3]=1.Cl[Sn]Cl. The catalyst is Cl.CCO. The product is [NH2:26][C:4]1[CH:3]=[C:2]([Cl:1])[CH:7]=[CH:6][C:5]=1[S:8]([NH:11][C:12]1[CH:13]=[CH:14][C:15]([C:22]([F:24])([F:25])[F:23])=[C:16]2[C:21]=1[N:20]=[CH:19][CH:18]=[CH:17]2)(=[O:9])=[O:10]. The yield is 0.980. (3) The reactants are CC(C)=O.[CH3:5][C:6]1[CH:7]=[C:8]([OH:26])[C:9]2[CH:10]=[C:11]([C:16]3[CH:21]=[CH:20][CH:19]=[C:18]([C:22]([F:25])([F:24])[F:23])[CH:17]=3)[N:12]=[N:13][C:14]=2[CH:15]=1.[CH2:27](Br)[C:28]1[CH:33]=[CH:32][CH:31]=[CH:30][CH:29]=1.C(=O)([O-])[O-].[K+].[K+]. The catalyst is CCCCCC.C(OCC)(=O)C. The product is [CH2:27]([O:26][C:8]1[CH:7]=[C:6]([CH3:5])[CH:15]=[C:14]2[C:9]=1[CH:10]=[C:11]([C:16]1[CH:21]=[CH:20][CH:19]=[C:18]([C:22]([F:25])([F:24])[F:23])[CH:17]=1)[N:12]=[N:13]2)[C:28]1[CH:33]=[CH:32][CH:31]=[CH:30][CH:29]=1. The yield is 0.100. (4) The reactants are [CH:1]1[C:10]2[C:5](=[CH:6][CH:7]=[CH:8][CH:9]=2)[CH:4]=[CH:3][C:2]=1[S:11]([OH:14])(=[O:13])=[O:12].[Cl:15][C:16]1[CH:21]=[CH:20][C:19]([CH:22]2[N:26]([C:27]3[CH:32]=[CH:31][C:30]([Cl:33])=[CH:29][C:28]=3[Cl:34])[N:25]=[C:24]([C:35]([NH:37][N:38]3[CH2:43][CH2:42][CH2:41][CH2:40][CH2:39]3)=[O:36])[CH2:23]2)=[CH:18][CH:17]=1. The catalyst is C(OCC)(=O)C. The product is [CH:1]1[C:10]2[C:5](=[CH:6][CH:7]=[CH:8][CH:9]=2)[CH:4]=[CH:3][C:2]=1[S:11]([OH:14])(=[O:13])=[O:12].[Cl:15][C:16]1[CH:21]=[CH:20][C:19]([CH:22]2[N:26]([C:27]3[CH:32]=[CH:31][C:30]([Cl:33])=[CH:29][C:28]=3[Cl:34])[N:25]=[C:24]([C:35]([NH:37][N:38]3[CH2:39][CH2:40][CH2:41][CH2:42][CH2:43]3)=[O:36])[CH2:23]2)=[CH:18][CH:17]=1. The yield is 0.680. (5) The reactants are [OH:1][C:2]1[C:10]2[O:9][CH2:8][C:7](=[O:11])[C:6]=2[CH:5]=[CH:4][C:3]=1[O:12][CH3:13].C(=O)([O-])[O-].[K+].[K+].[C:20]([N:27]1[CH2:32][CH2:31][CH:30](Br)[CH2:29][CH2:28]1)([O:22][C:23]([CH3:26])([CH3:25])[CH3:24])=[O:21].C(OCC)(=O)C. The catalyst is CN(C=O)C. The product is [CH3:13][O:12][C:3]1[CH:4]=[CH:5][C:6]2[C:7](=[O:11])[CH2:8][O:9][C:10]=2[C:2]=1[O:1][CH:30]1[CH2:31][CH2:32][N:27]([C:20]([O:22][C:23]([CH3:26])([CH3:25])[CH3:24])=[O:21])[CH2:28][CH2:29]1. The yield is 0.0300. (6) The reactants are C(N(S(F)(F)[F:7])CC)C.O[CH2:11][C:12]1[O:16][N:15]=[C:14]([C:17]([O:19][CH2:20][CH3:21])=[O:18])[CH:13]=1.O.C(=O)(O)[O-].[Na+]. The catalyst is C(Cl)Cl. The product is [F:7][CH2:11][C:12]1[O:16][N:15]=[C:14]([C:17]([O:19][CH2:20][CH3:21])=[O:18])[CH:13]=1. The yield is 0.600.